Dataset: Catalyst prediction with 721,799 reactions and 888 catalyst types from USPTO. Task: Predict which catalyst facilitates the given reaction. (1) Reactant: [NH2:1][C:2]1[S:3][CH:4]=[C:5]([C:7]2[CH:15]=[CH:14][C:10]([C:11]([OH:13])=O)=[CH:9][CH:8]=2)[N:6]=1.CN(C(ON1N=NC2[CH:27]=[CH:28][CH:29]=[N:30]C1=2)=[N+](C)C)C.F[P-](F)(F)(F)(F)F.CCN(C(C)C)C(C)C.C1(N)CC1. Product: [NH2:1][C:2]1[S:3][CH:4]=[C:5]([C:7]2[CH:8]=[CH:9][C:10]([C:11]([NH:30][CH:29]3[CH2:27][CH2:28]3)=[O:13])=[CH:14][CH:15]=2)[N:6]=1. The catalyst class is: 18. (2) Reactant: Cl[O-:2].[Na+].[OH-].[Na+].FC(F)=C(F)C(F)(F)C(F)(F)F.[F:18][C:19]([F:29])([F:28])[C:20]([F:27])=[C:21]([F:26])[C:22]([F:25])([F:24])[F:23]. Product: [F:26][C:21]1([C:22]([F:25])([F:24])[F:23])[C:20]([F:27])([C:19]([F:28])([F:29])[F:18])[O:2]1. The catalyst class is: 10.